Dataset: Catalyst prediction with 721,799 reactions and 888 catalyst types from USPTO. Task: Predict which catalyst facilitates the given reaction. (1) Reactant: [CH2:1]([O:8][C:9]1[CH:14]=[CH:13][CH:12]=[CH:11][C:10]=1[NH:15]N)[C:2]1[CH:7]=[CH:6][CH:5]=[CH:4][CH:3]=1.[N:17]12[CH2:25][CH2:24][CH:21]([CH2:22][CH2:23]1)[C:20](=O)[CH2:19][CH2:18]2.S(=O)(=O)(O)O. Product: [CH2:1]([O:8][C:9]1[C:10]2[NH:15][C:20]3[CH:21]4[CH2:24][CH2:25][N:17]([CH2:18][C:19]=3[C:11]=2[CH:12]=[CH:13][CH:14]=1)[CH2:23][CH2:22]4)[C:2]1[CH:7]=[CH:6][CH:5]=[CH:4][CH:3]=1. The catalyst class is: 12. (2) Reactant: [CH:1]1([C:4]2[CH:9]=[CH:8][C:7]([N+:10]([O-])=O)=[C:6]([F:13])[CH:5]=2)[CH2:3][CH2:2]1.[Cl-].[NH4+].CCO.C1COCC1. Product: [CH:1]1([C:4]2[CH:9]=[CH:8][C:7]([NH2:10])=[C:6]([F:13])[CH:5]=2)[CH2:3][CH2:2]1. The catalyst class is: 693. (3) Reactant: [CH3:1][O:2][C:3]1[CH:4]=[CH:5][C:6]2[S:12][CH2:11][CH2:10][NH:9][C:8](=O)[C:7]=2[CH:14]=1.[H-].[H-].[H-].[H-].[Li+].[Al+3]. Product: [CH3:1][O:2][C:3]1[CH:4]=[CH:5][C:6]2[S:12][CH2:11][CH2:10][NH:9][CH2:8][C:7]=2[CH:14]=1. The catalyst class is: 1. (4) Reactant: [F:1][C:2]([F:16])([F:15])[C:3]1[CH:12]=[C:11]2[C:6]([CH:7]=[CH:8][C:9]([CH:13]=O)=[N:10]2)=[CH:5][CH:4]=1.[N:17]1[CH:22]=[CH:21][C:20]([C:23](=[O:44])[CH:24]=P(C2C=CC=CC=2)(C2C=CC=CC=2)C2C=CC=CC=2)=[CH:19][CH:18]=1. Product: [N:17]1[CH:22]=[CH:21][C:20]([C:23](=[O:44])[CH:24]=[CH:13][C:9]2[CH:8]=[CH:7][C:6]3[C:11](=[CH:12][C:3]([C:2]([F:16])([F:15])[F:1])=[CH:4][CH:5]=3)[N:10]=2)=[CH:19][CH:18]=1. The catalyst class is: 11. (5) Reactant: C(N(CC)C(C)C)(C)C.[CH:10]1([N:13]2[CH:17]=[C:16]([C:18]3[CH:19]=[C:20]4[C:25](=[CH:26][CH:27]=3)[N:24]([C:28](=[O:30])[CH3:29])[C@@H:23]([CH3:31])[CH2:22][NH:21]4)[CH:15]=[N:14]2)[CH2:12][CH2:11]1.[CH:32]1([C:35](Cl)=[O:36])[CH2:34][CH2:33]1. Product: [CH:32]1([C:35]([N:21]2[C:20]3[C:25](=[CH:26][CH:27]=[C:18]([C:16]4[CH:15]=[N:14][N:13]([CH:10]5[CH2:12][CH2:11]5)[CH:17]=4)[CH:19]=3)[N:24]([C:28](=[O:30])[CH3:29])[C@@H:23]([CH3:31])[CH2:22]2)=[O:36])[CH2:34][CH2:33]1. The catalyst class is: 26.